This data is from Catalyst prediction with 721,799 reactions and 888 catalyst types from USPTO. The task is: Predict which catalyst facilitates the given reaction. (1) Reactant: [CH3:1][O:2][C:3]1[CH:8]=[C:7]([N+:9]([O-])=O)[CH:6]=[CH:5][C:4]=1[C:12]1[CH2:13][CH2:14][N:15]([C:18]([O:20][C:21]([CH3:24])([CH3:23])[CH3:22])=[O:19])[CH2:16][CH:17]=1.C(O)C. Product: [NH2:9][C:7]1[CH:6]=[CH:5][C:4]([CH:12]2[CH2:17][CH2:16][N:15]([C:18]([O:20][C:21]([CH3:22])([CH3:23])[CH3:24])=[O:19])[CH2:14][CH2:13]2)=[C:3]([O:2][CH3:1])[CH:8]=1. The catalyst class is: 354. (2) Reactant: [Br:1][C:2]1[CH:3]=[C:4]([CH:8]=[CH:9][CH:10]=1)[C:5](Cl)=[O:6].Cl.[CH3:12][NH:13][O:14][CH3:15].C(N(CC)CC)C.O. Product: [Br:1][C:2]1[CH:3]=[C:4]([CH:8]=[CH:9][CH:10]=1)[C:5]([N:13]([O:14][CH3:15])[CH3:12])=[O:6]. The catalyst class is: 4. (3) Reactant: [OH-].[K+:2].[CH2:3]([P:21](=[O:24])([OH:23])[OH:22])[CH2:4][CH2:5][CH2:6][CH2:7][CH2:8][CH2:9][CH2:10][CH2:11][CH2:12][CH2:13][CH2:14][CH2:15][CH2:16][CH2:17][CH2:18][CH2:19][CH3:20]. Product: [CH2:3]([P:21](=[O:22])([O-:24])[O-:23])[CH2:4][CH2:5][CH2:6][CH2:7][CH2:8][CH2:9][CH2:10][CH2:11][CH2:12][CH2:13][CH2:14][CH2:15][CH2:16][CH2:17][CH2:18][CH2:19][CH3:20].[K+:2].[K+:2]. The catalyst class is: 6. (4) Reactant: [C:1]1([CH3:7])[CH:6]=[CH:5][CH:4]=[CH:3][CH:2]=1.Br[C:9]1C=[CH:12][O:11][CH:10]=1.CN([CH:17]=[O:18])C.C([O-])([O-])=O.[K+].[K+]. The catalyst class is: 103. Product: [O:11]1[CH:10]=[CH:9][C:7]([C:1]2[CH:6]=[C:5]([CH:4]=[CH:3][CH:2]=2)[CH:17]=[O:18])=[CH:12]1. (5) Reactant: [CH3:1][C:2]1[CH:7]=[C:6]([CH3:8])[NH:5][C:4](=[O:9])[C:3]=1[CH2:10][NH:11][C:12]([C:14]1[C:15]([CH3:35])=[C:16]([CH:19]([CH:22]2[CH2:27][CH2:26][N:25](C(OC(C)(C)C)=O)[CH2:24][CH2:23]2)[CH2:20][CH3:21])[S:17][CH:18]=1)=[O:13].Cl.O1CCOCC1. Product: [CH3:1][C:2]1[CH:7]=[C:6]([CH3:8])[NH:5][C:4](=[O:9])[C:3]=1[CH2:10][NH:11][C:12]([C:14]1[C:15]([CH3:35])=[C:16]([CH:19]([CH:22]2[CH2:23][CH2:24][NH:25][CH2:26][CH2:27]2)[CH2:20][CH3:21])[S:17][CH:18]=1)=[O:13]. The catalyst class is: 5. (6) Reactant: [NH:1]1[CH:5]=[C:4]([CH:6]2[CH2:10][CH2:9][N:8]([C:11]([N:13]3[C:22]4[C:17](=[CH:18][CH:19]=[CH:20][CH:21]=4)[N:16]([C:23]4[CH:32]=[CH:31][C:26]([C:27]([O:29]C)=[O:28])=[CH:25][CH:24]=4)[CH2:15][CH2:14]3)=[O:12])[CH2:7]2)[CH:3]=[N:2]1.O.[OH-].[Li+]. Product: [NH:1]1[CH:5]=[C:4]([CH:6]2[CH2:10][CH2:9][N:8]([C:11]([N:13]3[C:22]4[C:17](=[CH:18][CH:19]=[CH:20][CH:21]=4)[N:16]([C:23]4[CH:24]=[CH:25][C:26]([C:27]([OH:29])=[O:28])=[CH:31][CH:32]=4)[CH2:15][CH2:14]3)=[O:12])[CH2:7]2)[CH:3]=[N:2]1. The catalyst class is: 193.